From a dataset of Full USPTO retrosynthesis dataset with 1.9M reactions from patents (1976-2016). Predict the reactants needed to synthesize the given product. (1) Given the product [Cl:19][C:8]1[C:7]([C:36]#[C:35][Si:32]([CH3:34])([CH3:33])[CH3:31])=[CH:16][CH:15]=[C:14]2[C:9]=1[CH:10]=[N:11][C:12]([S:17][CH3:18])=[N:13]2, predict the reactants needed to synthesize it. The reactants are: FC(F)(F)S(O[C:7]1[C:8]([Cl:19])=[C:9]2[C:14](=[CH:15][CH:16]=1)[N:13]=[C:12]([S:17][CH3:18])[N:11]=[CH:10]2)(=O)=O.CCN(C(C)C)C(C)C.[CH3:31][Si:32]([C:35]#[CH:36])([CH3:34])[CH3:33]. (2) Given the product [C:1]([O:5][C:6](=[O:28])[NH:7][C@@H:8]1[CH2:13][CH2:12][C@H:11]([NH2:14])[C@H:10]([CH2:25][O:26][CH3:27])[CH2:9]1)([CH3:4])([CH3:3])[CH3:2], predict the reactants needed to synthesize it. The reactants are: [C:1]([O:5][C:6](=[O:28])[NH:7][C@@H:8]1[CH2:13][CH2:12][C@H:11]([NH:14]C(OCC2C=CC=CC=2)=O)[C@H:10]([CH2:25][O:26][CH3:27])[CH2:9]1)([CH3:4])([CH3:3])[CH3:2]. (3) The reactants are: C[O:2][C:3]([CH:5]1[CH2:9][CH2:8][CH:7]([C:10]2[CH:15]=[CH:14][C:13]([F:16])=[CH:12][CH:11]=2)[N:6]1[S:17]([C:20]1[CH:25]=[CH:24][C:23]([CH3:26])=[CH:22][CH:21]=1)(=[O:19])=[O:18])=O.[H-].[Al+3].[Li+].[H-].[H-].[H-].C(OCC)C.CCCCCC. Given the product [F:16][C:13]1[CH:12]=[CH:11][C:10]([CH:7]2[N:6]([S:17]([C:20]3[CH:21]=[CH:22][C:23]([CH3:26])=[CH:24][CH:25]=3)(=[O:19])=[O:18])[CH:5]([CH2:3][OH:2])[CH2:9][CH2:8]2)=[CH:15][CH:14]=1, predict the reactants needed to synthesize it. (4) Given the product [NH2:1][C:2]1[CH:43]=[CH:42][C:5]([C:6]([NH:8][C:9]2[CH:14]=[C:13]([NH:15][C:16]3[N:21]=[C:20]([C:22]4[C:30]5[C:25](=[CH:26][CH:27]=[CH:28][CH:29]=5)[N:24]([S:31]([C:34]5[CH:39]=[CH:38][CH:37]=[CH:36][CH:35]=5)(=[O:33])=[O:32])[CH:23]=4)[C:19]([C:79]#[N:81])=[CH:18][N:17]=3)[CH:12]=[CH:11][C:10]=2[CH3:41])=[O:7])=[CH:4][CH:3]=1, predict the reactants needed to synthesize it. The reactants are: [NH2:1][C:2]1[CH:43]=[CH:42][C:5]([C:6]([NH:8][C:9]2[CH:14]=[C:13]([NH:15][C:16]3[N:21]=[C:20]([C:22]4[C:30]5[C:25](=[CH:26][CH:27]=[CH:28][CH:29]=5)[N:24]([S:31]([C:34]5[CH:39]=[CH:38][CH:37]=[CH:36][CH:35]=5)(=[O:33])=[O:32])[CH:23]=4)[C:19](Cl)=[CH:18][N:17]=3)[CH:12]=[CH:11][C:10]=2[CH3:41])=[O:7])=[CH:4][CH:3]=1.CC(C1C=C(C(C)C)C(C2C=CC=CC=2P(C2CCCCC2)C2CCCCC2)=C(C(C)C)C=1)C.C[C:79]([N:81](C)C)=O. (5) Given the product [F:1][C:2]1[CH:7]=[CH:6][C:5]([O:8][CH2:12][CH2:11][C:10]#[CH:9])=[CH:4][CH:3]=1, predict the reactants needed to synthesize it. The reactants are: [F:1][C:2]1[CH:7]=[CH:6][C:5]([OH:8])=[CH:4][CH:3]=1.[CH2:9](O)[CH2:10][C:11]#[CH:12].C1(P(C2C=CC=CC=2)C2C=CC=CC=2)C=CC=CC=1.N(C(OCC)=O)=NC(OCC)=O. (6) Given the product [C:18]([C:22]1[N:16]=[C:11]2[CH:12]=[CH:13][CH:14]=[CH:15][C:10]2=[C:2]2[C:3]=1[N:4]1[C:5]([CH:6]=[CH:7][CH:8]=[CH:9]1)=[N:1]2)([CH3:21])([CH3:19])[CH3:17], predict the reactants needed to synthesize it. The reactants are: [N:1]1[C:2]([C:10]2[CH:15]=[CH:14][CH:13]=[CH:12][C:11]=2[NH2:16])=[CH:3][N:4]2[CH:9]=[CH:8][CH:7]=[CH:6][C:5]=12.[CH3:17][C:18]([CH3:22])([CH3:21])[CH:19]=O.O.C1(C)C=CC(S(O)(=O)=O)=CC=1.O. (7) Given the product [F:15][C:16]1[CH:17]=[CH:18][C:19]([C:22]2[O:26][N:25]=[C:24]([C:27]([N:10]3[CH2:9][C@H:8](/[CH:11]=[CH:12]/[CH3:13])[NH:7][C:6](=[O:14])[C@@H:5]3[CH2:1][CH:2]([CH3:4])[CH3:3])=[O:28])[CH:23]=2)=[CH:20][CH:21]=1, predict the reactants needed to synthesize it. The reactants are: [CH2:1]([C@@H:5]1[NH:10][CH2:9][C@H:8]([CH:11]=[CH:12][CH3:13])[NH:7][C:6]1=[O:14])[CH:2]([CH3:4])[CH3:3].[F:15][C:16]1[CH:21]=[CH:20][C:19]([C:22]2[O:26][N:25]=[C:24]([C:27](O)=[O:28])[CH:23]=2)=[CH:18][CH:17]=1.C([C@@H]1N(C(=O)/C=C/C2C=CC=CC=2)C[C@H](CC(C)C)NC1=O)C(C)C. (8) Given the product [Cl:1][C:2]1[CH:3]=[CH:4][C:5]([CH:8]2[NH:9][C:10]3[C:15]4[C:16](=[N:31][NH:32][C:25](=[O:27])[C:14]=4[CH:13]=[CH:12][CH:11]=3)[CH:17]2[C:18]2[N:19]([CH3:23])[CH:20]=[CH:21][N:22]=2)=[CH:6][CH:7]=1, predict the reactants needed to synthesize it. The reactants are: [Cl:1][C:2]1[CH:7]=[CH:6][C:5]([CH:8]2[CH:17]([C:18]3[N:19]([CH3:23])[CH:20]=[CH:21][N:22]=3)[C:16](=O)[C:15]3[C:14]([C:25]([O:27]CC)=O)=[CH:13][CH:12]=[CH:11][C:10]=3[NH:9]2)=[CH:4][CH:3]=1.O.[NH2:31][NH2:32]. (9) Given the product [Cl:1][C:2]1[C:7]([F:8])=[CH:6][CH:5]=[C:4]([Cl:9])[C:3]=1[CH:10]([C:12]1[C:20]2[C:15](=[N:16][CH:17]=[C:18]([C:21]3[CH2:22][CH2:23][N:24]([C:32]([NH2:31])=[O:33])[CH2:25][CH:26]=3)[CH:19]=2)[NH:14][CH:13]=1)[CH3:11], predict the reactants needed to synthesize it. The reactants are: [Cl:1][C:2]1[C:7]([F:8])=[CH:6][CH:5]=[C:4]([Cl:9])[C:3]=1[CH:10]([C:12]1[C:20]2[C:15](=[N:16][CH:17]=[C:18]([C:21]3[CH2:22][CH2:23][NH:24][CH2:25][CH:26]=3)[CH:19]=2)[NH:14][CH:13]=1)[CH3:11].C[Si]([N:31]=[C:32]=[O:33])(C)C.CCN(C(C)C)C(C)C.